From a dataset of Reaction yield outcomes from USPTO patents with 853,638 reactions. Predict the reaction yield, written as a fraction of the theoretical maximum amount of product (1.0 means a 100% yield; for example, 0.34 means a 34% yield). (1) The reactants are [Cl:1][C:2]1[CH:3]=[C:4]([C:8]2[CH:20]=[CH:19][C:11]3[NH:12][C:13](=O)[O:14][C:15]([CH3:17])([CH3:16])[C:10]=3[CH:9]=2)[CH:5]=[CH:6][CH:7]=1.COC1C=CC(P2(SP(C3C=CC(OC)=CC=3)(=S)S2)=[S:30])=CC=1. The catalyst is CC1C=CC=CC=1C. The product is [Cl:1][C:2]1[CH:3]=[C:4]([C:8]2[CH:20]=[CH:19][C:11]3[NH:12][C:13](=[S:30])[O:14][C:15]([CH3:17])([CH3:16])[C:10]=3[CH:9]=2)[CH:5]=[CH:6][CH:7]=1. The yield is 0.520. (2) The reactants are [F:1][C:2]1[CH:9]=[CH:8][C:7]([CH:10]([OH:12])[CH3:11])=[CH:6][C:3]=1[C:4]#N.[OH-:13].[Na+].[OH2:15]. No catalyst specified. The product is [F:1][C:2]1[CH:9]=[CH:8][C:7]([CH:10]([OH:12])[CH3:11])=[CH:6][C:3]=1[C:4]([OH:15])=[O:13]. The yield is 0.890. (3) The reactants are [Br:1][C:2]1[CH:3]=[C:4]([CH:32]=[CH:33][CH:34]=1)[O:5][C:6]1[CH:7]=[C:8]([S:23][C:24]2[CH:29]=[CH:28][CH:27]=[C:26]([O:30][CH3:31])[CH:25]=2)[C:9]([NH:12][C:13]2[S:17][N:16]=[C:15]([CH:18]3[CH2:22][CH2:21][CH2:20][O:19]3)[N:14]=2)=[N:10][CH:11]=1.[ClH:35].CCOCC. The catalyst is C(Cl)Cl. The product is [ClH:35].[Br:1][C:2]1[CH:3]=[C:4]([CH:32]=[CH:33][CH:34]=1)[O:5][C:6]1[CH:7]=[C:8]([S:23][C:24]2[CH:29]=[CH:28][CH:27]=[C:26]([O:30][CH3:31])[CH:25]=2)[C:9]([NH:12][C:13]2[S:17][N:16]=[C:15]([CH:18]3[CH2:22][CH2:21][CH2:20][O:19]3)[N:14]=2)=[N:10][CH:11]=1. The yield is 1.00. (4) The reactants are [Br:1][C:2]1[CH:3]=[C:4]2[C:9](=[CH:10][CH:11]=1)[N:8]=[C:7]1[N:12]([CH3:26])[CH2:13][C:14]3[CH:25]=[CH:24][CH:23]=[CH:22][C:15]=3[CH:16]([O:17][CH2:18][CH:19]3[CH2:21][O:20]3)[C:6]1=[C:5]2[Cl:27].C(=O)([O-])[O-].[K+].[K+].[NH:34]1[CH:38]=[CH:37][N:36]=[CH:35]1. The catalyst is C(O)(C)C. The product is [Br:1][C:2]1[CH:3]=[C:4]2[C:9](=[CH:10][CH:11]=1)[N:8]=[C:7]1[N:12]([CH3:26])[CH2:13][C:14]3[CH:25]=[CH:24][CH:23]=[CH:22][C:15]=3[CH:16]([O:17][CH2:18][CH:19]([OH:20])[CH2:21][N:34]3[CH:38]=[CH:37][N:36]=[CH:35]3)[C:6]1=[C:5]2[Cl:27]. The yield is 0.450. (5) The reactants are [O:1]=[S:2]1(=[O:27])[CH2:7][CH2:6][CH:5]([O:8][C:9]2[CH:14]=[C:13]([CH3:15])[C:12]([C:16]3[CH:21]=[CH:20][CH:19]=[C:18]([C:22](OC)=[O:23])[CH:17]=3)=[C:11]([CH3:26])[CH:10]=2)[CH2:4][CH2:3]1.[H-].[Al+3].[Li+].[H-].[H-].[H-].O.O.O.O.O.O.O.O.O.O.[O-]S([O-])(=O)=O.[Na+].[Na+]. The catalyst is O1CCCC1. The product is [O:1]=[S:2]1(=[O:27])[CH2:3][CH2:4][CH:5]([O:8][C:9]2[CH:14]=[C:13]([CH3:15])[C:12]([C:16]3[CH:21]=[CH:20][CH:19]=[C:18]([CH2:22][OH:23])[CH:17]=3)=[C:11]([CH3:26])[CH:10]=2)[CH2:6][CH2:7]1. The yield is 0.930.